This data is from Reaction yield outcomes from USPTO patents with 853,638 reactions. The task is: Predict the reaction yield, written as a fraction of the theoretical maximum amount of product (1.0 means a 100% yield; for example, 0.34 means a 34% yield). (1) The reactants are [Cl:1][C:2]1[CH:12]=[C:11]([NH:13][CH2:14][CH3:15])[C:5]([C:6](OCC)=[O:7])=[CH:4][N:3]=1. The catalyst is C1COCC1. The product is [Cl:1][C:2]1[N:3]=[CH:4][C:5]([CH2:6][OH:7])=[C:11]([NH:13][CH2:14][CH3:15])[CH:12]=1. The yield is 0.790. (2) The reactants are [CH3:1][N:2]1[C:6]([C:7]2[CH:8]=[C:9]([C:15]([O:17]C)=[O:16])[S:10][C:11]=2[CH2:12][CH2:13][CH3:14])=[C:5]([CH3:19])[CH:4]=[N:3]1.[OH-].[Na+]. The catalyst is O1CCCC1. The product is [CH3:1][N:2]1[C:6]([C:7]2[CH:8]=[C:9]([C:15]([OH:17])=[O:16])[S:10][C:11]=2[CH2:12][CH2:13][CH3:14])=[C:5]([CH3:19])[CH:4]=[N:3]1. The yield is 1.00. (3) The reactants are OC1C=C([CH2:8][C:9]#[N:10])C=CC=1.[CH2:11]=[O:12].[OH2:13].[C:14]1([CH3:24])[CH:19]=[CH:18][C:17](S(O)(=O)=O)=[CH:16][CH:15]=1. The catalyst is C1(C)C=CC=CC=1. The product is [O:12]1[C:15]2[CH:16]=[C:17]([CH2:8][C:9]#[N:10])[CH:18]=[CH:19][C:14]=2[CH2:24][O:13][CH2:11]1. The yield is 0.0500. (4) The reactants are [N+:1]([C:4]1[CH:9]=[CH:8][C:7]([C@@H:10]2[CH2:12][C@H:11]2[NH:13][C:14](=[O:20])[O:15][C:16]([CH3:19])([CH3:18])[CH3:17])=[CH:6][CH:5]=1)([O-])=O.C(O)C. The catalyst is C(OCC)(=O)C.[Pt](=O)=O. The product is [NH2:1][C:4]1[CH:9]=[CH:8][C:7]([C@@H:10]2[CH2:12][C@H:11]2[NH:13][C:14](=[O:20])[O:15][C:16]([CH3:18])([CH3:17])[CH3:19])=[CH:6][CH:5]=1. The yield is 0.850. (5) The reactants are [NH2:1][C:2]1[CH:10]=[C:9]([F:11])[CH:8]=[CH:7][C:3]=1[C:4]([OH:6])=O.O=S(Cl)Cl.[Cl:16][C:17]1[CH:23]=[CH:22][CH:21]=[CH:20][C:18]=1[NH2:19].C(Cl)(Cl)Cl. The catalyst is C1C=CC=CC=1. The product is [NH2:1][C:2]1[CH:10]=[C:9]([F:11])[CH:8]=[CH:7][C:3]=1[C:4]([NH:19][C:18]1[CH:20]=[CH:21][CH:22]=[CH:23][C:17]=1[Cl:16])=[O:6]. The yield is 0.520. (6) The reactants are Cl[C:2]1[C:7]([CH2:8][CH3:9])=[C:6]([Cl:10])[N:5]=[CH:4][C:3]=1[C:11]([N:13]1[CH2:18][CH2:17][CH:16]([C:19]2[CH:24]=[CH:23][C:22]([F:25])=[CH:21][CH:20]=2)[CH2:15][CH2:14]1)=[O:12].[F:26][C:27]1[C:28]([CH3:34])=[C:29]([CH:31]=[CH:32][CH:33]=1)[NH2:30]. No catalyst specified. The product is [Cl:10][C:6]1[N:5]=[CH:4][C:3]([C:11]([N:13]2[CH2:18][CH2:17][CH:16]([C:19]3[CH:24]=[CH:23][C:22]([F:25])=[CH:21][CH:20]=3)[CH2:15][CH2:14]2)=[O:12])=[C:2]([NH:30][C:29]2[CH:31]=[CH:32][CH:33]=[C:27]([F:26])[C:28]=2[CH3:34])[C:7]=1[CH2:8][CH3:9]. The yield is 0.830.